From a dataset of Reaction yield outcomes from USPTO patents with 853,638 reactions. Predict the reaction yield, written as a fraction of the theoretical maximum amount of product (1.0 means a 100% yield; for example, 0.34 means a 34% yield). (1) The reactants are [NH2:1][C:2]1[C:18]([CH3:19])=[CH:17][CH:16]=[CH:15][C:3]=1[C:4]([NH:6][CH:7]1[CH2:12][CH2:11][C:10](=[O:13])[NH:9][C:8]1=[O:14])=[O:5].[CH:20](OC)(OC)OC.C1(C)C=CC(S(O)(=O)=O)=CC=1.O. The catalyst is C(#N)C.CN1C(=O)CCC1. The product is [CH3:19][C:18]1[CH:17]=[CH:16][CH:15]=[C:3]2[C:2]=1[N:1]=[CH:20][N:6]([CH:7]1[CH2:12][CH2:11][C:10](=[O:13])[NH:9][C:8]1=[O:14])[C:4]2=[O:5]. The yield is 0.720. (2) The reactants are [CH3:1][C:2]1([CH3:36])[C:26]2[C:6]([CH:7]=[C:8]3[C:25]=2[CH:24]=[C:23]2[C:10]([C:11]4[CH:12]=[CH:13][CH:14]=[CH:15][C:16]=4[C:17]4[CH:18]=[CH:19][CH:20]=[CH:21][C:22]=42)=[CH:9]3)=[CH:5][C:4](B2OC(C)(C)C(C)(C)O2)=[CH:3]1.Br[C:38]1[CH:43]=[CH:42][CH:41]=[CH:40][C:39]=1[N+:44]([O-:46])=[O:45].C([O-])([O-])=O.[Na+].[Na+].CCO. The catalyst is C1(C)C=CC=CC=1. The product is [CH3:1][C:2]1([CH3:36])[C:26]2[C:6]([CH:7]=[C:8]3[C:25]=2[CH:24]=[C:23]2[C:10]([C:11]4[CH:12]=[CH:13][CH:14]=[CH:15][C:16]=4[C:17]4[CH:18]=[CH:19][CH:20]=[CH:21][C:22]=42)=[CH:9]3)=[CH:5][C:4]([C:38]2[CH:43]=[CH:42][CH:41]=[CH:40][C:39]=2[N+:44]([O-:46])=[O:45])=[CH:3]1. The yield is 0.580.